Regression/Classification. Given a drug SMILES string, predict its absorption, distribution, metabolism, or excretion properties. Task type varies by dataset: regression for continuous measurements (e.g., permeability, clearance, half-life) or binary classification for categorical outcomes (e.g., BBB penetration, CYP inhibition). For this dataset (solubility_aqsoldb), we predict Y. From a dataset of Aqueous solubility values for 9,982 compounds from the AqSolDB database. (1) The drug is C=C[C@H]1CN2CC[C@H]1C[C@@H]2[C@@H](O)c1ccnc2ccc(OC)cc12. The Y is -2.81 log mol/L. (2) The molecule is c1ccnnc1. The Y is 1.10 log mol/L. (3) The Y is -1.01 log mol/L. The drug is O=C(O)C(Br)=C(Cl)Br. (4) The drug is COC(=O)Nc1nc2ccccc2[nH]1. The Y is -4.52 log mol/L. (5) The drug is C=C(CC(=O)O)C(=O)O. The Y is -0.225 log mol/L. (6) The molecule is CC(C)CC(NC=O)C(=O)O. The Y is -0.733 log mol/L. (7) The compound is CC(C)(C)NC(=O)[C@@H]1C[C@@H]2CCCC[C@H]2C[NH2+]1. The Y is -2.16 log mol/L. (8) The drug is Clc1cc(Oc2c(Cl)c(Cl)c(Cl)c(Cl)c2Cl)c(Cl)c(Cl)c1Cl. The Y is -10.6 log mol/L. (9) The drug is Cc1c(Cl)ccc(Cc2ccc(Cl)cc2Cl)c1Cl. The Y is -7.40 log mol/L.